Dataset: Full USPTO retrosynthesis dataset with 1.9M reactions from patents (1976-2016). Task: Predict the reactants needed to synthesize the given product. (1) The reactants are: [CH3:1][C:2]1([CH3:16])[CH2:7][CH2:6][C:5]([C:12](OC)=[O:13])([C:8]([O:10][CH3:11])=[O:9])[CH2:4][CH2:3]1.[H-].C([Al+]CC(C)C)C(C)C. Given the product [CH3:11][O:10][C:8]([C:5]1([CH:12]=[O:13])[CH2:6][CH2:7][C:2]([CH3:16])([CH3:1])[CH2:3][CH2:4]1)=[O:9], predict the reactants needed to synthesize it. (2) Given the product [Cl:1][C:2]1[CH:10]=[CH:9][C:8]([C:11]2[C:12]([C@@H:26]([NH:36][C:37](=[O:53])[CH2:38][N:106]3[C:107]4[C:108]([F:115])([F:116])[CH2:109][CH2:110][C:111]([F:114])([F:113])[C:112]=4[C:104]([CH:103]([F:121])[F:102])=[N:105]3)[CH2:27][C:28]3[CH:33]=[C:32]([F:34])[CH:31]=[C:30]([F:35])[CH:29]=3)=[N:13][C:14]([C:17]#[C:18][C:19]3([OH:25])[CH2:22][C:21]([F:24])([F:23])[CH2:20]3)=[CH:15][CH:16]=2)=[C:7]2[C:3]=1[C:4]([NH:55][S:56]([CH3:59])(=[O:58])=[O:57])=[N:5][N:6]2[CH3:54], predict the reactants needed to synthesize it. The reactants are: [Cl:1][C:2]1[CH:10]=[CH:9][C:8]([C:11]2[C:12]([C@@H:26]([NH:36][C:37](=[O:53])[CH2:38]N3C4C(F)(F)[C@@H]5C[C@@H]5C=4C(C(F)F)=N3)[CH2:27][C:28]3[CH:33]=[C:32]([F:34])[CH:31]=[C:30]([F:35])[CH:29]=3)=[N:13][C:14]([C:17]#[C:18][C:19]3([OH:25])[CH2:22][C:21]([F:24])([F:23])[CH2:20]3)=[CH:15][CH:16]=2)=[C:7]2[C:3]=1[C:4]([NH:55][S:56]([CH3:59])(=[O:58])=[O:57])=[N:5][N:6]2[CH3:54].N[C@H](C1C(C2C=CC(Cl)=C3C=2N(C)N=C3NS(C)(=O)=O)=CC=C(C#CC2(O)CC(F)(F)C2)N=1)CC1C=C(F)C=C(F)C=1.[F:102][CH:103]([F:121])[C:104]1[C:112]2[C:111]([F:114])([F:113])[CH2:110][CH2:109][C:108]([F:116])([F:115])[C:107]=2[N:106](CC(O)=O)[N:105]=1. (3) Given the product [Br:1][C:2]1[CH:3]=[N:4][C:5]2[N:6]([N:8]=[C:9]([C:11]([N:22]3[CH2:21][CH2:20][C:19]4[C:24](=[CH:25][CH:26]=[C:17]5[O:16][C:15]([CH3:14])=[N:28][C:18]5=4)[CH:23]3[CH3:27])=[O:13])[CH:10]=2)[CH:7]=1, predict the reactants needed to synthesize it. The reactants are: [Br:1][C:2]1[CH:3]=[N:4][C:5]2[N:6]([N:8]=[C:9]([C:11]([OH:13])=O)[CH:10]=2)[CH:7]=1.[CH3:14][C:15]1[O:16][C:17]2[C:18]([N:28]=1)=[C:19]1[C:24](=[CH:25][CH:26]=2)[CH:23]([CH3:27])[NH:22][CH2:21][CH2:20]1.